Dataset: Reaction yield outcomes from USPTO patents with 853,638 reactions. Task: Predict the reaction yield, written as a fraction of the theoretical maximum amount of product (1.0 means a 100% yield; for example, 0.34 means a 34% yield). (1) The reactants are [F:1][C:2]1[CH:18]=[CH:17][C:5]([CH2:6][O:7][C:8]2[CH:13]=[CH:12][C:11]([N+:14]([O-])=O)=[CH:10][N:9]=2)=[CH:4][CH:3]=1.C(OCC)(=O)C. The catalyst is O.C(O)(=O)C.[Fe]. The product is [F:1][C:2]1[CH:18]=[CH:17][C:5]([CH2:6][O:7][C:8]2[N:9]=[CH:10][C:11]([NH2:14])=[CH:12][CH:13]=2)=[CH:4][CH:3]=1. The yield is 0.450. (2) The reactants are [CH3:1][N:2]([CH2:17][CH:18]([CH2:21][CH3:22])[CH2:19][OH:20])[CH2:3][CH2:4][CH2:5][CH2:6][CH2:7][CH2:8][CH2:9][CH2:10][CH2:11][CH2:12][CH2:13][CH2:14][CH2:15][CH3:16].C(N(CC)C(C)C)(C)C.[CH3:32][S:33](Cl)(=[O:35])=[O:34]. The catalyst is ClCCl.CN(C)C1C=CN=CC=1. The product is [CH3:32][S:33]([O:20][CH2:19][CH:18]([CH2:17][N:2]([CH3:1])[CH2:3][CH2:4][CH2:5][CH2:6][CH2:7][CH2:8][CH2:9][CH2:10][CH2:11][CH2:12][CH2:13][CH2:14][CH2:15][CH3:16])[CH2:21][CH3:22])(=[O:35])=[O:34]. The yield is 0.430. (3) The reactants are [OH:1][C:2](=[C:13]1[C:18](=[O:19])OC(C)(C)OC1=O)[CH2:3][C:4]1[CH:9]=[C:8]([F:10])[C:7]([F:11])=[CH:6][C:5]=1[F:12].Cl.[F:24][C:25]([F:36])([F:35])[C:26]1[N:30]2[CH2:31][CH2:32][NH:33][CH2:34][C:29]2=[N:28][N:27]=1.C(N(C(C)C)CC)(C)C. The catalyst is C(OC(C)C)(=O)C. The product is [O:19]=[C:18]([N:33]1[CH2:32][CH2:31][N:30]2[C:26]([C:25]([F:36])([F:24])[F:35])=[N:27][N:28]=[C:29]2[CH2:34]1)[CH2:13][C:2](=[O:1])[CH2:3][C:4]1[CH:9]=[C:8]([F:10])[C:7]([F:11])=[CH:6][C:5]=1[F:12]. The yield is 0.933.